This data is from Forward reaction prediction with 1.9M reactions from USPTO patents (1976-2016). The task is: Predict the product of the given reaction. Given the reactants [Cl:1][C:2]1[CH:11]=[C:10]2[C:5]([CH2:6][CH2:7][C:8](=[O:13])[N:9]2[CH3:12])=[CH:4][C:3]=1B1OC(C)(C)C(C)(C)O1.Br[C:24]1[C:33]2[CH2:32][CH2:31][CH2:30][CH:29]([NH:34][S:35]([CH2:38][CH3:39])(=[O:37])=[O:36])[C:28]=2[CH:27]=[N:26][CH:25]=1, predict the reaction product. The product is: [Cl:1][C:2]1[CH:11]=[C:10]2[C:5]([CH2:6][CH2:7][C:8](=[O:13])[N:9]2[CH3:12])=[CH:4][C:3]=1[C:24]1[C:33]2[CH2:32][CH2:31][CH2:30][CH:29]([NH:34][S:35]([CH2:38][CH3:39])(=[O:37])=[O:36])[C:28]=2[CH:27]=[N:26][CH:25]=1.